Dataset: Catalyst prediction with 721,799 reactions and 888 catalyst types from USPTO. Task: Predict which catalyst facilitates the given reaction. (1) Reactant: Cl[S:2]([N:5]=[C:6]=[O:7])(=[O:4])=[O:3].[CH2:8]([OH:10])[CH3:9].[CH3:11][O:12][CH:13]([O:16][CH3:17])[CH2:14][NH2:15].C(N(CC)CC)C.Cl. Product: [CH3:11][O:12][CH:13]([O:16][CH3:17])[CH2:14][NH:15][S:2]([NH:5][C:6](=[O:7])[O:10][CH2:8][CH3:9])(=[O:4])=[O:3]. The catalyst class is: 4. (2) Reactant: [OH:1][C:2]1[CH:7]=[CH:6][C:5]([C:8](=[C:24]2[CH2:29][CH2:28][O:27][CH2:26][CH2:25]2)[C:9]2[CH:14]=[CH:13][C:12](/[CH:15]=[CH:16]/[C:17]([O:19]C(C)(C)C)=[O:18])=[CH:11][CH:10]=2)=[CH:4][CH:3]=1. Product: [OH:1][C:2]1[CH:3]=[CH:4][C:5]([C:8](=[C:24]2[CH2:25][CH2:26][O:27][CH2:28][CH2:29]2)[C:9]2[CH:14]=[CH:13][C:12](/[CH:15]=[CH:16]/[C:17]([OH:19])=[O:18])=[CH:11][CH:10]=2)=[CH:6][CH:7]=1. The catalyst class is: 157.